From a dataset of Full USPTO retrosynthesis dataset with 1.9M reactions from patents (1976-2016). Predict the reactants needed to synthesize the given product. Given the product [CH3:17][O:16][C:18]1[CH:25]=[CH:24][C:21]([CH2:22][N:11]2[C:10](=[O:15])[CH:9]([CH2:1][CH2:2][C:3]3[CH:4]=[CH:5][CH:6]=[CH:7][CH:8]=3)[NH:13][C:12]2=[O:14])=[CH:20][CH:19]=1, predict the reactants needed to synthesize it. The reactants are: [CH2:1]([C@@H:9]1[NH:13][C:12](=[O:14])[NH:11][C:10]1=[O:15])[CH2:2][C:3]1[CH:8]=[CH:7][CH:6]=[CH:5][CH:4]=1.[O:16]([C:18]1[CH:25]=[CH:24][C:21]([CH2:22]Cl)=[CH:20][CH:19]=1)[CH3:17].